The task is: Predict the reaction yield, written as a fraction of the theoretical maximum amount of product (1.0 means a 100% yield; for example, 0.34 means a 34% yield).. This data is from Reaction yield outcomes from USPTO patents with 853,638 reactions. (1) The reactants are [N:1]1([CH2:6][CH2:7][O:8][C:9]2[CH:14]=[CH:13][C:12]([NH2:15])=[CH:11][CH:10]=2)[CH2:5][CH2:4][CH2:3][CH2:2]1.[F:16][C:17]1[CH:25]=[C:24]2[C:20]([C:21](=[CH:27]O)[C:22](=[O:26])[NH:23]2)=[CH:19][CH:18]=1. No catalyst specified. The product is [F:16][C:17]1[CH:25]=[C:24]2[C:20]([C:21](=[CH:27][NH:15][C:12]3[CH:11]=[CH:10][C:9]([O:8][CH2:7][CH2:6][N:1]4[CH2:5][CH2:4][CH2:3][CH2:2]4)=[CH:14][CH:13]=3)[C:22](=[O:26])[NH:23]2)=[CH:19][CH:18]=1. The yield is 0.480. (2) The reactants are Cl[C:2]1[C:3]2[C:10]([C:11]3[CH:16]=[CH:15][C:14]([F:17])=[CH:13][CH:12]=3)=[CH:9][S:8][C:4]=2[N:5]=[CH:6][N:7]=1.[NH2:18][CH2:19][CH2:20][CH2:21][O:22][C:23]1[CH:24]=[C:25]([NH:29][C:30](=[O:32])[CH3:31])[CH:26]=[CH:27][CH:28]=1.C(N(C(C)C)CC)(C)C. The catalyst is CN(C)C=O. The product is [F:17][C:14]1[CH:15]=[CH:16][C:11]([C:10]2[C:3]3[C:2]([NH:18][CH2:19][CH2:20][CH2:21][O:22][C:23]4[CH:24]=[C:25]([NH:29][C:30](=[O:32])[CH3:31])[CH:26]=[CH:27][CH:28]=4)=[N:7][CH:6]=[N:5][C:4]=3[S:8][CH:9]=2)=[CH:12][CH:13]=1. The yield is 0.730. (3) The reactants are [Br:1][C:2]1[CH:3]=[C:4]2[C:10]([C:11](N(OC)C)=[O:12])=[N:9][N:8]([CH:17]3[CH2:22][CH2:21][CH2:20][CH2:19][O:18]3)[C:5]2=[N:6][CH:7]=1.[H-].[Al+3].[Li+].[H-].[H-].[H-]. The catalyst is C1COCC1. The product is [Br:1][C:2]1[CH:3]=[C:4]2[C:10]([CH:11]=[O:12])=[N:9][N:8]([CH:17]3[CH2:22][CH2:21][CH2:20][CH2:19][O:18]3)[C:5]2=[N:6][CH:7]=1. The yield is 0.910. (4) The reactants are [C@H:1]1([N:13]2[CH2:18][CH2:17][CH:16]([NH:19][C:20]3[CH:25]=[CH:24][CH:23]=[CH:22][C:21]=3[NH:26][CH2:27][C:28]([NH:30][CH3:31])=[O:29])[CH2:15][CH2:14]2)[C:11]2=[C:12]3[C:7](=[CH:8][CH:9]=[CH:10]2)[CH:6]=[CH:5][CH:4]=[C:3]3[CH2:2]1.CN1C=CN=C1.[C:38](OC(OC(C)(C)C)=O)(OC(C)(C)C)=[O:39]. The catalyst is C(#N)C. The product is [C@H:1]1([N:13]2[CH2:18][CH2:17][CH:16]([N:19]3[C:20]4[CH:25]=[CH:24][CH:23]=[CH:22][C:21]=4[N:26]([CH2:27][C:28]([NH:30][CH3:31])=[O:29])[C:38]3=[O:39])[CH2:15][CH2:14]2)[C:11]2=[C:12]3[C:7](=[CH:8][CH:9]=[CH:10]2)[CH:6]=[CH:5][CH:4]=[C:3]3[CH2:2]1. The yield is 0.567. (5) The reactants are [CH3:1][O:2][C:3]1[CH:8]=[C:7]([O:9][CH3:10])[CH:6]=[CH:5][C:4]=1[NH:11][C:12]1[N:23]=[CH:22][CH:21]=[CH:20][C:13]=1[C:14]([NH:16][CH2:17][C:18]#[CH:19])=[O:15].[N:24]([CH2:27][C:28]1[CH:33]=[CH:32][CH:31]=[C:30]([O:34][C:35]2[CH:40]=[CH:39][CH:38]=[CH:37][CH:36]=2)[CH:29]=1)=[N+:25]=[N-:26].O.O=C1O[C@H]([C@H](CO)O)C([O-])=C1O.[Na+]. The catalyst is S([O-])([O-])(=O)=O.[Cu+2].C(O)(C)(C)C. The product is [CH3:1][O:2][C:3]1[CH:8]=[C:7]([O:9][CH3:10])[CH:6]=[CH:5][C:4]=1[NH:11][C:12]1[N:23]=[CH:22][CH:21]=[CH:20][C:13]=1[C:14]([NH:16][CH2:17][C:18]1[N:26]=[N:25][N:24]([CH2:27][C:28]2[CH:33]=[CH:32][CH:31]=[C:30]([O:34][C:35]3[CH:40]=[CH:39][CH:38]=[CH:37][CH:36]=3)[CH:29]=2)[CH:19]=1)=[O:15]. The yield is 0.780.